The task is: Predict the product of the given reaction.. This data is from Forward reaction prediction with 1.9M reactions from USPTO patents (1976-2016). (1) Given the reactants [OH:1][C:2]1[CH:3]=[C:4]([CH:9]=[CH:10][CH:11]=1)[C:5]([O:7][CH3:8])=[O:6].Cl[CH2:13][C:14]1[CH:19]=[CH:18][C:17]([O:20][CH3:21])=[CH:16][CH:15]=1.C([O-])([O-])=O.[K+].[K+], predict the reaction product. The product is: [CH3:21][O:20][C:17]1[CH:18]=[CH:19][C:14]([CH2:13][O:1][C:2]2[CH:3]=[C:4]([CH:9]=[CH:10][CH:11]=2)[C:5]([O:7][CH3:8])=[O:6])=[CH:15][CH:16]=1. (2) The product is: [CH2:1]([O:3][C:4]([C@H:5]1[C@H:6]([C:7]([O:9][CH2:10][CH3:11])=[O:8])[CH2:21][N:20]([C:36]([O:38][C:39]([CH3:42])([CH3:41])[CH3:40])=[O:37])[CH2:13]1)=[O:12])[CH3:2]. Given the reactants [CH2:1]([O:3][C:4](=[O:12])/[CH:5]=[CH:6]/[C:7]([O:9][CH2:10][CH3:11])=[O:8])[CH3:2].[CH2:13]([N:20](COC)[CH2:21][Si](C)(C)C)C1C=CC=CC=1.C(O)(C(F)(F)F)=O.[C:36](O[C:36]([O:38][C:39]([CH3:42])([CH3:41])[CH3:40])=[O:37])([O:38][C:39]([CH3:42])([CH3:41])[CH3:40])=[O:37].[H][H], predict the reaction product. (3) Given the reactants Cl[C:2]1[N:3]=[C:4]([N:13]2[CH2:18][CH2:17][O:16][CH2:15][CH2:14]2)[C:5]2[S:10][C:9]([CH:11]=O)=[CH:8][C:6]=2[N:7]=1.[CH3:19][NH:20][CH:21]1[CH2:26][CH2:25][N:24]([CH3:27])[CH2:23][CH2:22]1.CC(O)=O.[BH-](OC(C)=O)(OC(C)=O)OC(C)=O.[Na+].CC1(C)C(C)(C)OB([C:54]2[CH:55]=[N:56][CH:57]=[CH:58][CH:59]=2)O1, predict the reaction product. The product is: [CH3:19][N:20]([CH2:11][C:9]1[S:10][C:5]2[C:4]([N:13]3[CH2:18][CH2:17][O:16][CH2:15][CH2:14]3)=[N:3][C:2]([C:54]3[CH:55]=[N:56][CH:57]=[CH:58][CH:59]=3)=[N:7][C:6]=2[CH:8]=1)[CH:21]1[CH2:26][CH2:25][N:24]([CH3:27])[CH2:23][CH2:22]1. (4) The product is: [C:18]([C:15]1[CH:14]=[CH:13][C:12]([N:8]2[CH:7]([CH3:22])[C:6]3[C:10](=[C:2]([NH:1][CH2:29][C:26]4[CH:27]=[CH:28][N:23]=[CH:24][CH:25]=4)[CH:3]=[CH:4][CH:5]=3)[C:9]2=[O:11])=[CH:17][CH:16]=1)([CH3:21])([CH3:20])[CH3:19]. Given the reactants [NH2:1][C:2]1[CH:3]=[CH:4][CH:5]=[C:6]2[C:10]=1[C:9](=[O:11])[N:8]([C:12]1[CH:17]=[CH:16][C:15]([C:18]([CH3:21])([CH3:20])[CH3:19])=[CH:14][CH:13]=1)[CH:7]2[CH3:22].[N:23]1[CH:28]=[CH:27][C:26]([CH:29]=O)=[CH:25][CH:24]=1.[BH-](OC(C)=O)(OC(C)=O)OC(C)=O.[Na+].Cl.C([O-])(O)=O.[Na+], predict the reaction product. (5) The product is: [Cl:1][C:2]1[N:3]=[C:4]([CH2:9][CH2:10][CH3:11])[CH:5]([CH3:8])[N:6]([OH:20])[CH:7]=1. Given the reactants [Cl:1][C:2]1[N:3]=[C:4]([CH2:9][CH2:10][CH3:11])[C:5]([CH3:8])=[N:6][CH:7]=1.C1C=C(Cl)C=C(C(OO)=[O:20])C=1, predict the reaction product. (6) Given the reactants [CH2:1]([C:5]1[CH:13]=[CH:12][CH:11]=[CH:10][C:6]=1C(O)=O)[CH:2]([CH3:4])[CH3:3].CN([C:17]([O:21]N1N=NC2C=CC=CC1=2)=[N+](C)C)C.F[P-](F)(F)(F)(F)F.C(N(C(C)C)CC)(C)C.[NH2:47][NH2:48], predict the reaction product. The product is: [CH2:1]([C:5]1[CH:6]=[CH:10][C:11]([C:17]([NH:47][NH2:48])=[O:21])=[CH:12][CH:13]=1)[CH:2]([CH3:3])[CH3:4]. (7) Given the reactants [C:1]([C:3]1[CH:8]=[CH:7][C:6]([NH:9][C:10]([C:12]2[C:13]([C:18]3[CH:23]=[CH:22][C:21]([C:24]([F:27])([F:26])[F:25])=[CH:20][CH:19]=3)=[CH:14][CH:15]=[CH:16][CH:17]=2)=[O:11])=[CH:5][CH:4]=1)#[CH:2].Cl[C:29]1[N:34]=[CH:33][CH:32]=[CH:31][N:30]=1.C([O-])(=O)C.[K+].C(OCC)(=O)C, predict the reaction product. The product is: [N:30]1[CH:31]=[CH:32][CH:33]=[N:34][C:29]=1[C:2]#[C:1][C:3]1[CH:4]=[CH:5][C:6]([NH:9][C:10]([C:12]2[C:13]([C:18]3[CH:19]=[CH:20][C:21]([C:24]([F:25])([F:26])[F:27])=[CH:22][CH:23]=3)=[CH:14][CH:15]=[CH:16][CH:17]=2)=[O:11])=[CH:7][CH:8]=1. (8) Given the reactants [NH2:1][C:2]1[CH:7]=[CH:6][C:5]([Br:8])=[CH:4][C:3]=1[C:9]([C:11]1[CH:16]=[CH:15][C:14]([C:17]([F:20])([F:19])[F:18])=[CH:13][CH:12]=1)=O.[CH3:21][S:22]([CH2:25][C:26](=O)[CH3:27])(=[O:24])=[O:23].[Na], predict the reaction product. The product is: [Br:8][C:5]1[CH:4]=[C:3]2[C:2](=[CH:7][CH:6]=1)[N:1]=[C:26]([CH3:27])[C:25]([S:22]([CH3:21])(=[O:24])=[O:23])=[C:9]2[C:11]1[CH:16]=[CH:15][C:14]([C:17]([F:20])([F:19])[F:18])=[CH:13][CH:12]=1.